Dataset: Peptide-MHC class II binding affinity with 134,281 pairs from IEDB. Task: Regression. Given a peptide amino acid sequence and an MHC pseudo amino acid sequence, predict their binding affinity value. This is MHC class II binding data. (1) The peptide sequence is ELYYAIYKASPTLAF. The MHC is HLA-DQA10501-DQB10201 with pseudo-sequence HLA-DQA10501-DQB10201. The binding affinity (normalized) is 0.530. (2) The peptide sequence is WNFAGIEAAASAIQG. The MHC is HLA-DQA10401-DQB10402 with pseudo-sequence HLA-DQA10401-DQB10402. The binding affinity (normalized) is 0.511. (3) The peptide sequence is ELYYAIHKASTVLAF. The MHC is HLA-DQA10104-DQB10503 with pseudo-sequence HLA-DQA10104-DQB10503. The binding affinity (normalized) is 0.742. (4) The MHC is DRB3_0101 with pseudo-sequence DRB3_0101. The peptide sequence is LVGPTPVNVIGRNLLTQIGC. The binding affinity (normalized) is 0.310.